From a dataset of Reaction yield outcomes from USPTO patents with 853,638 reactions. Predict the reaction yield, written as a fraction of the theoretical maximum amount of product (1.0 means a 100% yield; for example, 0.34 means a 34% yield). (1) The reactants are [Li]CCCC.CCCCCC.[CH2:12]([O:19][C:20]1[CH:25]=[CH:24][C:23](Br)=[CH:22][N:21]=1)[C:13]1[CH:18]=[CH:17][CH:16]=[CH:15][CH:14]=1.[CH:27](=[O:30])[CH2:28][CH3:29].[Cl-].[NH4+]. The catalyst is C1COCC1. The product is [CH2:12]([O:19][C:20]1[N:21]=[CH:22][C:23]([CH:27]([OH:30])[CH2:28][CH3:29])=[CH:24][CH:25]=1)[C:13]1[CH:18]=[CH:17][CH:16]=[CH:15][CH:14]=1. The yield is 0.640. (2) The reactants are [CH3:1][S:2][C:3]1[N:4]=[CH:5][C:6]2[CH:12]=[CH:11][C:10](=[O:13])[NH:9][C:7]=2[N:8]=1.[Br:14]N1C(=O)CCC1=O. The catalyst is CN(C)C=O. The product is [Br:14][C:11]1[C:10](=[O:13])[NH:9][C:7]2[N:8]=[C:3]([S:2][CH3:1])[N:4]=[CH:5][C:6]=2[CH:12]=1. The yield is 0.480. (3) The reactants are CO[C:3]([C:5]1[CH2:6][CH2:7][N:8]([C:11]2[N:16]=[CH:15][CH:14]=[CH:13][N:12]=2)[CH2:9][CH:10]=1)=[O:4].Cl.[CH3:18][NH:19][O:20][CH3:21].C([Mg]Cl)(C)C. The catalyst is C1COCC1. The product is [CH3:21][O:20][N:19]([CH3:18])[C:3]([C:5]1[CH2:6][CH2:7][N:8]([C:11]2[N:12]=[CH:13][CH:14]=[CH:15][N:16]=2)[CH2:9][CH:10]=1)=[O:4]. The yield is 0.580. (4) The reactants are IC1C(O)=NC2CCN(C(=O)C(F)(F)F)CC(C)C=2C=1.C([O-])([O-])=O.[K+].[K+].CI.[I:29][C:30]1[C:47]([O:48][CH3:49])=[N:46][C:33]2[CH2:34][CH2:35][N:36](C(=O)C(F)(F)F)[CH2:37][CH:38]([CH3:39])[C:32]=2[CH:31]=1. The catalyst is CO.CC(C)=O. The product is [I:29][C:30]1[C:47]([O:48][CH3:49])=[N:46][C:33]2[CH2:34][CH2:35][NH:36][CH2:37][CH:38]([CH3:39])[C:32]=2[CH:31]=1. The yield is 0.300. (5) The reactants are [F:1][C:2]1[C:3]([CH3:25])=[C:4]([C:17]2[CH:22]=[CH:21][CH:20]=[C:19]([CH:23]=[O:24])[CH:18]=2)[C:5]([CH3:16])=[CH:6][C:7]=1[O:8][CH2:9][CH2:10][CH2:11][S:12]([CH3:15])(=[O:14])=[O:13].CO.[BH4-].[Na+].Cl. The catalyst is O1CCCC1. The product is [F:1][C:2]1[C:3]([CH3:25])=[C:4]([C:17]2[CH:22]=[CH:21][CH:20]=[C:19]([CH2:23][OH:24])[CH:18]=2)[C:5]([CH3:16])=[CH:6][C:7]=1[O:8][CH2:9][CH2:10][CH2:11][S:12]([CH3:15])(=[O:13])=[O:14]. The yield is 0.940. (6) The reactants are [C:1]([O:4][CH:5]1[C:9]2=[N:10][CH:11]=[C:12]([NH2:28])[C:13]([N:14]3[CH2:19][CH2:18][CH2:17][C@H:16]([NH:20][C:21]([O:23][C:24]([CH3:27])([CH3:26])[CH3:25])=[O:22])[CH2:15]3)=[C:8]2[CH2:7][CH2:6]1)(=[O:3])[CH3:2].[F:29][C:30]1[C:35]([O:36][CH3:37])=[CH:34][CH:33]=[C:32]([F:38])[C:31]=1[C:39]1[N:44]=[C:43]([C:45](O)=[O:46])[CH:42]=[CH:41][C:40]=1[F:48].CN(C(ON1N=NC2C=CC=NC1=2)=[N+](C)C)C.F[P-](F)(F)(F)(F)F.CCN(C(C)C)C(C)C. The catalyst is CN(C=O)C.CO. The product is [C:1]([O:4][CH:5]1[C:9]2=[N:10][CH:11]=[C:12]([NH:28][C:45]([C:43]3[CH:42]=[CH:41][C:40]([F:48])=[C:39]([C:31]4[C:32]([F:38])=[CH:33][CH:34]=[C:35]([O:36][CH3:37])[C:30]=4[F:29])[N:44]=3)=[O:46])[C:13]([N:14]3[CH2:19][CH2:18][CH2:17][C@H:16]([NH:20][C:21]([O:23][C:24]([CH3:27])([CH3:26])[CH3:25])=[O:22])[CH2:15]3)=[C:8]2[CH2:7][CH2:6]1)(=[O:3])[CH3:2]. The yield is 0.240. (7) The reactants are [NH2:1][C:2]1[N:7]=[C:6]([NH:8][C@H:9]([C:11]2[N:12]([C:28]3[CH:33]=[CH:32][CH:31]=[CH:30][CH:29]=3)[C:13](=[O:27])[C:14]3[C:19]([CH:20]=2)=[CH:18][CH:17]=[CH:16][C:15]=3[C:21]2[CH:22]=[N:23][N:24]([CH3:26])[CH:25]=2)[CH3:10])[C:5](I)=[CH:4][N:3]=1.[C-:35]#[N:36].[Na+]. The catalyst is C(#N)C.[Pd].C1(P(C2C=CC=CC=2)C2C=CC=CC=2)C=CC=CC=1.C1(P(C2C=CC=CC=2)C2C=CC=CC=2)C=CC=CC=1.C1(P(C2C=CC=CC=2)C2C=CC=CC=2)C=CC=CC=1.C1(P(C2C=CC=CC=2)C2C=CC=CC=2)C=CC=CC=1.[Cu](I)I. The product is [NH2:1][C:2]1[N:7]=[C:6]([NH:8][C@H:9]([C:11]2[N:12]([C:28]3[CH:33]=[CH:32][CH:31]=[CH:30][CH:29]=3)[C:13](=[O:27])[C:14]3[C:19]([CH:20]=2)=[CH:18][CH:17]=[CH:16][C:15]=3[C:21]2[CH:22]=[N:23][N:24]([CH3:26])[CH:25]=2)[CH3:10])[C:5]([C:35]#[N:36])=[CH:4][N:3]=1. The yield is 0.300.